From a dataset of Forward reaction prediction with 1.9M reactions from USPTO patents (1976-2016). Predict the product of the given reaction. (1) Given the reactants [N+:1]([C:4]1[C:5]([NH:10][CH2:11][C:12]2([C:18]3[CH:23]=[CH:22][C:21]([O:24][CH2:25][CH2:26][CH2:27][N:28]4[CH2:32][CH2:31][CH2:30][CH2:29]4)=[CH:20][CH:19]=3)[CH2:17][CH2:16][O:15][CH2:14][CH2:13]2)=[N:6][CH:7]=[CH:8][CH:9]=1)([O-])=O, predict the reaction product. The product is: [N:28]1([CH2:27][CH2:26][CH2:25][O:24][C:21]2[CH:22]=[CH:23][C:18]([C:12]3([CH2:11][NH:10][C:5]4[C:4]([NH2:1])=[CH:9][CH:8]=[CH:7][N:6]=4)[CH2:13][CH2:14][O:15][CH2:16][CH2:17]3)=[CH:19][CH:20]=2)[CH2:32][CH2:31][CH2:30][CH2:29]1. (2) Given the reactants FC(F)(F)S([O-])(=O)=O.[CH3:9][N:10]1[C:41]([S:42][CH3:43])=[C:13]2[S:14][C:15]([C:17]3[CH2:18][C@@H:19]4[C@@H:36]([C@H:37]([OH:39])[CH3:38])[C:35](=[O:40])[N:20]4[C:21]=3[C:22]([O:24]CC3C=CC([N+]([O-])=O)=CC=3)=[O:23])=[CH:16][N+:12]2=[CH:11]1.P([O-])([O-])([O-])=O.[Na+].[Na+].[Na+].[H][H], predict the reaction product. The product is: [OH:39][C@@H:37]([C@H:36]1[C:35](=[O:40])[N:20]2[C:21]([C:22]([O-:24])=[O:23])=[C:17]([C:15]3[S:14][C:13]4=[C:41]([S:42][CH3:43])[N:10]([CH3:9])[CH:11]=[N+:12]4[CH:16]=3)[CH2:18][C@H:19]12)[CH3:38]. (3) The product is: [Cl:1][C:2]1[N:7]=[C:6]([NH:11][C:12]2[CH:16]=[C:15]([CH3:17])[NH:14][N:13]=2)[CH:5]=[C:4]([CH2:9][CH3:10])[N:3]=1. Given the reactants [Cl:1][C:2]1[N:7]=[C:6](Cl)[CH:5]=[C:4]([CH2:9][CH3:10])[N:3]=1.[NH2:11][C:12]1[CH:16]=[C:15]([CH3:17])[NH:14][N:13]=1.C(=O)([O-])[O-].[Na+].[Na+], predict the reaction product. (4) The product is: [CH:1]1([S:4]([C:7]2[CH:8]=[CH:9][C:10]([CH:13]([CH2:18][CH:19]3[CH2:24][CH2:23][O:22][CH2:21][CH2:20]3)[C:14](=[O:17])[CH2:15][CH2:16][C:34]([C:32]3[S:33][C:29]([CH:27]([OH:28])[C:26]([F:36])([F:25])[F:37])=[CH:30][N:31]=3)=[O:35])=[CH:11][CH:12]=2)(=[O:6])=[O:5])[CH2:3][CH2:2]1. Given the reactants [CH:1]1([S:4]([C:7]2[CH:12]=[CH:11][C:10]([CH:13]([CH2:18][CH:19]3[CH2:24][CH2:23][O:22][CH2:21][CH2:20]3)[C:14](=[O:17])[CH:15]=[CH2:16])=[CH:9][CH:8]=2)(=[O:6])=[O:5])[CH2:3][CH2:2]1.[F:25][C:26]([F:37])([F:36])[CH:27]([C:29]1[S:33][C:32]([CH:34]=[O:35])=[N:31][CH:30]=1)[OH:28].C(N(CC)CC)C.O1CCCC1, predict the reaction product. (5) Given the reactants [Mn]([O-])(=O)(=O)=O.[K+].[OH-:7].[K+].[S:9]1[C:13]2=[N:14][CH:15]=[CH:16][CH:17]=[C:12]2[C:11]([CH2:18][OH:19])=[N:10]1, predict the reaction product. The product is: [S:9]1[C:13]2=[N:14][CH:15]=[CH:16][CH:17]=[C:12]2[C:11]([C:18]([OH:7])=[O:19])=[N:10]1. (6) Given the reactants [Cl:1][C:2]1[CH:34]=[CH:33][C:5]([O:6][C:7]2[CH:12]=[CH:11][C:10]([N:13]([C:27](=O)[CH2:28][CH2:29][CH2:30][CH3:31])[CH2:14][C:15]([C:17]3[CH:22]=[CH:21][C:20]([O:23]C(=O)C)=[CH:19][CH:18]=3)=O)=[CH:9][CH:8]=2)=[CH:4][CH:3]=1.C([O-])(=O)C.[NH4+:39], predict the reaction product. The product is: [CH2:28]([C:27]1[N:13]([C:10]2[CH:11]=[CH:12][C:7]([O:6][C:5]3[CH:33]=[CH:34][C:2]([Cl:1])=[CH:3][CH:4]=3)=[CH:8][CH:9]=2)[CH:14]=[C:15]([C:17]2[CH:22]=[CH:21][C:20]([OH:23])=[CH:19][CH:18]=2)[N:39]=1)[CH2:29][CH2:30][CH3:31]. (7) Given the reactants C(N(CC)CC)C.[NH:8]1[C:16]2[C:11](=[CH:12][CH:13]=[CH:14][CH:15]=2)[C:10](=[O:17])[C:9]1=[O:18].[S:19]1[CH:23]=[CH:22][C:21](B(O)O)=[CH:20]1, predict the reaction product. The product is: [S:19]1[CH:23]=[CH:22][C:21]([N:8]2[C:16]3[C:11](=[CH:12][CH:13]=[CH:14][CH:15]=3)[C:10](=[O:17])[C:9]2=[O:18])=[CH:20]1.